From a dataset of Reaction yield outcomes from USPTO patents with 853,638 reactions. Predict the reaction yield, written as a fraction of the theoretical maximum amount of product (1.0 means a 100% yield; for example, 0.34 means a 34% yield). (1) The yield is 0.750. The product is [Cl:1][C:2]1[CH:3]=[C:4]([NH:9][C:10]([C:12]2[CH:13]=[CH:14][C:15]([O:16][C:17]3[CH:22]=[CH:21][C:20]([CH2:23][C:24]([OH:26])=[O:25])=[CH:19][C:18]=3[CH2:31][NH:32][S:33]([CH3:36])(=[O:35])=[O:34])=[CH:37][CH:38]=2)=[O:11])[CH:5]=[CH:6][C:7]=1[Cl:8]. The reactants are [Cl:1][C:2]1[CH:3]=[C:4]([NH:9][C:10]([C:12]2[CH:38]=[CH:37][C:15]([O:16][C:17]3[CH:22]=[CH:21][C:20]([CH2:23][C:24]([O:26]C(C)(C)C)=[O:25])=[CH:19][C:18]=3[CH2:31][NH:32][S:33]([CH3:36])(=[O:35])=[O:34])=[CH:14][CH:13]=2)=[O:11])[CH:5]=[CH:6][C:7]=1[Cl:8].C(O)(C(F)(F)F)=O. The catalyst is C(Cl)Cl. (2) The reactants are [NH:1]1[CH2:11][CH2:10][CH:4]([C:5]([O:7][CH2:8][CH3:9])=[O:6])[CH2:3][CH2:2]1.[C:12]([O:16][C:17](O[C:17]([O:16][C:12]([CH3:15])([CH3:14])[CH3:13])=[O:18])=[O:18])([CH3:15])([CH3:14])[CH3:13]. The catalyst is ClCCl.C(N(CC)CC)C. The product is [CH2:8]([O:7][C:5]([CH:4]1[CH2:3][CH2:2][N:1]([C:17]([O:16][C:12]([CH3:15])([CH3:14])[CH3:13])=[O:18])[CH2:11][CH2:10]1)=[O:6])[CH3:9]. The yield is 1.00.